This data is from TCR-epitope binding with 47,182 pairs between 192 epitopes and 23,139 TCRs. The task is: Binary Classification. Given a T-cell receptor sequence (or CDR3 region) and an epitope sequence, predict whether binding occurs between them. (1) The epitope is PKYVKQNTLKLAT. The TCR CDR3 sequence is CASRGDGDQPQHF. Result: 0 (the TCR does not bind to the epitope). (2) The epitope is KLFIRQEEV. The TCR CDR3 sequence is CASSLALSGPSYEQYF. Result: 0 (the TCR does not bind to the epitope). (3) The epitope is FPRPWLHGL. The TCR CDR3 sequence is CASSQDRREQYF. Result: 1 (the TCR binds to the epitope). (4) The epitope is ITEEVGHTDLMAAY. The TCR CDR3 sequence is CASSHSGPDEQYF. Result: 1 (the TCR binds to the epitope). (5) The epitope is GLNKIVRMY. The TCR CDR3 sequence is CTSRLDPGFLEQYF. Result: 1 (the TCR binds to the epitope). (6) The epitope is KLWAQCVQL. The TCR CDR3 sequence is CASSQEISYNEQFF. Result: 1 (the TCR binds to the epitope). (7) The epitope is TPRVTGGGAM. The TCR CDR3 sequence is CASSVGTSGVGEQYF. Result: 0 (the TCR does not bind to the epitope).